This data is from Forward reaction prediction with 1.9M reactions from USPTO patents (1976-2016). The task is: Predict the product of the given reaction. (1) Given the reactants [Cl:1][C:2]1[C:7]([Cl:8])=[CH:6][CH:5]=[CH:4][C:3]=1[C:9]1[CH:10]=[C:11]([CH:15]2[CH2:17][CH:16]2C(OC)=O)[CH:12]=[N:13][CH:14]=1.[OH-].[Na+].C1(OP(N=[N+]=[N-])([O:33][C:34]2C=CC=CC=2)=O)C=CC=CC=1.C([N:45](CC)CC)C.[CH2:50]([OH:57])[C:51]1[CH:56]=[CH:55][CH:54]=[CH:53][CH:52]=1.C([O-])(O)=O.[Na+], predict the reaction product. The product is: [Cl:1][C:2]1[C:7]([Cl:8])=[CH:6][CH:5]=[CH:4][C:3]=1[C:9]1[CH:10]=[C:11]([CH:15]2[CH2:17][CH:16]2[NH:45][C:34](=[O:33])[O:57][CH2:50][C:51]2[CH:56]=[CH:55][CH:54]=[CH:53][CH:52]=2)[CH:12]=[N:13][CH:14]=1. (2) Given the reactants [F:1][C:2]1[CH:14]=[CH:13][C:5]([CH2:6][N:7]2[CH2:12][CH2:11][NH:10][CH2:9][CH2:8]2)=[CH:4][CH:3]=1.[CH2:15]([O:17][C@@H:18]([CH2:22][C:23]1[CH:28]=[CH:27][C:26]([O:29][C@@H:30]([C:32](=[O:49])NCCC2C=CC(OC3C=CC=CC=3)=CC=2)C)=[CH:25][CH:24]=1)[C:19]([OH:21])=[O:20])C, predict the reaction product. The product is: [F:1][C:2]1[CH:14]=[CH:13][C:5]([CH2:6][N:7]2[CH2:12][CH2:11][N:10]([C:32](=[O:49])[CH2:30][O:29][C:26]3[CH:25]=[CH:24][C:23]([CH2:22][C@H:18]([O:17][CH3:15])[C:19]([OH:21])=[O:20])=[CH:28][CH:27]=3)[CH2:9][CH2:8]2)=[CH:4][CH:3]=1. (3) The product is: [Cl:11][C:5]1[CH:6]=[C:7]([C:8]([OH:10])=[O:9])[C:2](=[O:13])[NH:3][N:4]=1. Given the reactants Cl[C:2]1[N:3]=[N:4][C:5]([Cl:11])=[CH:6][C:7]=1[C:8]([OH:10])=[O:9].S(=O)(=O)(O)[OH:13], predict the reaction product.